This data is from Peptide-MHC class I binding affinity with 185,985 pairs from IEDB/IMGT. The task is: Regression. Given a peptide amino acid sequence and an MHC pseudo amino acid sequence, predict their binding affinity value. This is MHC class I binding data. The peptide sequence is NLSGVNNLE. The MHC is HLA-A24:02 with pseudo-sequence HLA-A24:02. The binding affinity (normalized) is 0.